This data is from Reaction yield outcomes from USPTO patents with 853,638 reactions. The task is: Predict the reaction yield, written as a fraction of the theoretical maximum amount of product (1.0 means a 100% yield; for example, 0.34 means a 34% yield). (1) The reactants are [NH2:1][C:2]([N:4]([CH2:17][C:18]([O:20]CC)=O)[C@@H:5]([C@@H:13]([CH3:16])[CH2:14][CH3:15])[C:6]([O:8][C:9]([CH3:12])([CH3:11])[CH3:10])=[O:7])=[O:3].C(N(CC)CC)C. The catalyst is CO. The product is [O:3]=[C:2]1[NH:1][C:18](=[O:20])[CH2:17][N:4]1[C@@H:5]([C@@H:13]([CH3:16])[CH2:14][CH3:15])[C:6]([O:8][C:9]([CH3:12])([CH3:11])[CH3:10])=[O:7]. The yield is 0.470. (2) The reactants are Br[CH:2]([C:7]1[CH:12]=[CH:11][C:10]([O:13][CH3:14])=[CH:9][CH:8]=1)[C:3]([O:5][CH3:6])=[O:4].[NH:15]1[CH2:20][CH2:19][CH2:18][CH2:17][CH2:16]1. The catalyst is C1COCC1. The product is [CH3:14][O:13][C:10]1[CH:11]=[CH:12][C:7]([CH:2]([N:15]2[CH2:20][CH2:19][CH2:18][CH2:17][CH2:16]2)[C:3]([O:5][CH3:6])=[O:4])=[CH:8][CH:9]=1. The yield is 0.714. (3) The reactants are Cl[C:2](Cl)([O:4]C(=O)OC(Cl)(Cl)Cl)Cl.[NH2:13][C:14]1[CH:19]=[CH:18][C:17]([N:20]2[C:24](=[O:25])[C:23]3=[CH:26][C:27]([Cl:30])=[CH:28][CH:29]=[C:22]3[C:21]2=[O:31])=[C:16]([CH3:32])[CH:15]=1.[Cl:33][C:34]1[S:38][C:37]([CH2:39][NH2:40])=[CH:36][CH:35]=1. The catalyst is C(Cl)Cl.C(N(CC)C(C)C)C.CCN(C(C)C)C(C)C. The product is [Cl:33][C:34]1[S:38][C:37]([CH2:39][NH:40][C:2]([NH:13][C:14]2[CH:19]=[CH:18][C:17]([N:20]3[C:24](=[O:25])[C:23]4[CH:26]=[C:27]([Cl:30])[CH:28]=[CH:29][C:22]=4[C:21]3=[O:31])=[C:16]([CH3:32])[CH:15]=2)=[O:4])=[CH:36][CH:35]=1. The yield is 0.200. (4) The reactants are [CH2:1]([O:8][C:9]1[CH:14]=[CH:13][N:12]([C:15]2[CH:23]=[C:22]3[C:18]([C:19]4[CH2:28][CH2:27][N:26]([C:29](=[O:32])[CH2:30][Cl:31])[CH2:25][C:20]=4[N:21]3[CH3:24])=[CH:17][CH:16]=2)[C:11](=[O:33])[CH:10]=1)[C:2]1[CH:7]=[CH:6][CH:5]=[CH:4][CH:3]=1.[NH:34]1[CH2:38][CH2:37][CH2:36][CH2:35]1.C([O-])([O-])=O.[K+].[K+]. The catalyst is CN(C=O)C.C(Cl)Cl. The product is [ClH:31].[CH2:1]([O:8][C:9]1[CH:14]=[CH:13][N:12]([C:15]2[CH:23]=[C:22]3[C:18]([C:19]4[CH2:28][CH2:27][N:26]([C:29](=[O:32])[CH2:30][N:34]5[CH2:38][CH2:37][CH2:36][CH2:35]5)[CH2:25][C:20]=4[N:21]3[CH3:24])=[CH:17][CH:16]=2)[C:11](=[O:33])[CH:10]=1)[C:2]1[CH:7]=[CH:6][CH:5]=[CH:4][CH:3]=1. The yield is 0.600.